From a dataset of Full USPTO retrosynthesis dataset with 1.9M reactions from patents (1976-2016). Predict the reactants needed to synthesize the given product. (1) Given the product [CH3:1][O:2][CH2:3][CH2:4][CH2:5][O:6][C:7]1[CH:8]=[C:9]([CH:17]=[CH:18][C:19]=1[O:20][CH3:21])[CH2:10][CH:11]([CH:14]([CH3:16])[CH3:15])[CH:12]=[O:13], predict the reactants needed to synthesize it. The reactants are: [CH3:1][O:2][CH2:3][CH2:4][CH2:5][O:6][C:7]1[CH:8]=[C:9]([CH:17]=[CH:18][C:19]=1[O:20][CH3:21])[CH:10]=[C:11]([CH:14]([CH3:16])[CH3:15])[CH:12]=[O:13].C1(P(C2C=CC=CC=2)[C@@H]([C@H](P(C2C=CC=CC=2)C2C=CC=CC=2)C)C)C=CC=CC=1.C(N(CC)CC)C. (2) Given the product [Cl:21][C:18]1[CH:19]=[CH:20][C:15]([C:8]2[N:9]([CH2:12][CH:13]=[CH2:14])[C:10](=[O:11])[N:6]([CH2:5][C:4]([OH:22])=[O:3])[N:7]=2)=[CH:16][CH:17]=1, predict the reactants needed to synthesize it. The reactants are: C([O:3][C:4](=[O:22])[CH2:5][N:6]1[C:10](=[O:11])[N:9]([CH2:12][CH:13]=[CH2:14])[C:8]([C:15]2[CH:20]=[CH:19][C:18]([Cl:21])=[CH:17][CH:16]=2)=[N:7]1)C.[OH-].[K+]. (3) Given the product [ClH:1].[CH2:2]([O:9][C:10]([NH:12][CH2:13][CH2:14][CH2:15][C@@H:16]([NH2:19])[CH2:17][OH:18])=[O:11])[C:3]1[CH:4]=[CH:5][CH:6]=[CH:7][CH:8]=1, predict the reactants needed to synthesize it. The reactants are: [ClH:1].[CH2:2]([O:9][C:10]([NH:12][CH2:13][CH2:14][CH2:15][C@@H:16]([NH:19]C(OC(C)(C)C)=O)[CH2:17][OH:18])=[O:11])[C:3]1[CH:8]=[CH:7][CH:6]=[CH:5][CH:4]=1.C(OCC)(=O)C. (4) Given the product [CH:22]1([NH:18][C:5](=[O:7])[C:4]2[CH:8]=[CH:9][C:10]([CH3:11])=[C:2]([I:1])[CH:3]=2)[CH2:24][CH2:23]1, predict the reactants needed to synthesize it. The reactants are: [I:1][C:2]1[CH:3]=[C:4]([CH:8]=[CH:9][C:10]=1[CH3:11])[C:5]([OH:7])=O.S(Cl)(Cl)=O.CC[N:18]([CH:22]([CH3:24])[CH3:23])C(C)C.C1(N)CC1. (5) Given the product [Cl:8][C:5]1[CH:4]=[N:3][C:2]([N:9]2[CH:13]=[N:12][CH:11]=[N:10]2)=[CH:7][N:6]=1, predict the reactants needed to synthesize it. The reactants are: Cl[C:2]1[CH:7]=[N:6][C:5]([Cl:8])=[CH:4][N:3]=1.[NH:9]1[CH:13]=[N:12][CH:11]=[N:10]1.C(=O)([O-])[O-].[Cs+].[Cs+].O.